The task is: Predict the product of the given reaction.. This data is from Forward reaction prediction with 1.9M reactions from USPTO patents (1976-2016). (1) Given the reactants [Cl:1][C:2]1[N:7]=[CH:6][C:5]([NH:8][CH:9]=O)=[CH:4][CH:3]=1.[Cl:11][C:12]1[N:20]=[C:19]2[C:15]([N:16]=[CH:17][N:18]2[CH3:21])=C(Cl)[N:13]=1, predict the reaction product. The product is: [Cl:11][C:12]1[N:20]=[C:19]2[C:15]([N:16]=[CH:17][N:18]2[CH3:21])=[C:9]([NH:8][C:5]2[CH:6]=[N:7][C:2]([Cl:1])=[CH:3][CH:4]=2)[N:13]=1. (2) Given the reactants [F:1][C:2]1[CH:3]=[C:4]([N:20]2[CH2:24][CH:23]([CH2:25][NH:26][C:27](=[O:29])[CH3:28])[O:22][C:21]2=[O:30])[CH:5]=[CH:6][C:7]=1[N:8]1[CH2:13][CH2:12][CH:11]([CH2:14][C:15]2[NH:19][N:18]=[N:17][N:16]=2)[CH2:10][CH2:9]1.[H-].[Na+].[CH3:33]I, predict the reaction product. The product is: [CH3:33][N:17]1[N:18]=[N:19][C:15]([CH2:14][CH:11]2[CH2:10][CH2:9][N:8]([C:7]3[CH:6]=[CH:5][C:4]([N:20]4[CH2:24][C@H:23]([CH2:25][NH:26][C:27](=[O:29])[CH3:28])[O:22][C:21]4=[O:30])=[CH:3][C:2]=3[F:1])[CH2:13][CH2:12]2)=[N:16]1. (3) Given the reactants [N:1]1([C:7]2[N:12]=[CH:11][C:10](B(O)O)=[CH:9][CH:8]=2)[CH2:6][CH2:5][CH2:4][CH2:3][CH2:2]1.[O-]P([O-])([O-])=O.[K+].[K+].[K+].Cl[C:25]1[CH:26]=[CH:27][C:28]2[N:34]3[CH2:35][C@H:31]([CH2:32][CH2:33]3)[N:30]([C:36]([NH:38][C:39]3[CH:44]=[CH:43][CH:42]=[CH:41][N:40]=3)=[O:37])[C:29]=2[N:45]=1.CC(C1C=C(C(C)C)C(C2C=CC=CC=2P(C2CCCCC2)C2CCCCC2)=C(C(C)C)C=1)C, predict the reaction product. The product is: [N:1]1([C:7]2[N:12]=[CH:11][C:10]([C:25]3[CH:26]=[CH:27][C:28]4[N:34]5[CH2:35][C@H:31]([CH2:32][CH2:33]5)[N:30]([C:36]([NH:38][C:39]5[CH:44]=[CH:43][CH:42]=[CH:41][N:40]=5)=[O:37])[C:29]=4[N:45]=3)=[CH:9][CH:8]=2)[CH2:6][CH2:5][CH2:4][CH2:3][CH2:2]1. (4) Given the reactants CO[C:3](=[O:13])[C:4]1[C:5](=[C:7]([Cl:12])[CH:8]=[C:9]([Cl:11])[CH:10]=1)[OH:6].[CH:14]([Mg]Cl)([CH3:16])[CH3:15], predict the reaction product. The product is: [Cl:12][C:7]1[C:5]([OH:6])=[C:4]([C:3](=[O:13])[CH:14]([CH3:16])[CH3:15])[CH:10]=[C:9]([Cl:11])[CH:8]=1.